This data is from Catalyst prediction with 721,799 reactions and 888 catalyst types from USPTO. The task is: Predict which catalyst facilitates the given reaction. (1) Reactant: [NH2:1][C:2]1[C:7]2[NH:8][CH:9]([CH2:12][O:13][S:14]([C:17]3[CH:22]=[CH:21][C:20]([CH3:23])=[CH:19][CH:18]=3)(=[O:16])=[O:15])[CH2:10][O:11][C:6]=2[CH:5]=[CH:4][CH:3]=1.C(N(CC)C(C)C)(C)C.[C:33](N1C=CN=C1)(N1C=CN=C1)=[O:34]. Product: [CH3:23][C:20]1[CH:21]=[CH:22][C:17]([S:14]([O:13][CH2:12][CH:9]2[N:8]3[C:33](=[O:34])[NH:1][C:2]4=[CH:3][CH:4]=[CH:5][C:6](=[C:7]34)[O:11][CH2:10]2)(=[O:16])=[O:15])=[CH:18][CH:19]=1. The catalyst class is: 2. (2) Reactant: [N:1]1[CH:6]=[CH:5][C:4]([C:7]2[CH:8]=[C:9]([CH2:15][OH:16])[C:10]([O:13][CH3:14])=[N:11][CH:12]=2)=[CH:3][CH:2]=1. Product: [N:1]1[CH:6]=[CH:5][C:4]([C:7]2[CH:8]=[C:9]([CH:15]=[O:16])[C:10]([O:13][CH3:14])=[N:11][CH:12]=2)=[CH:3][CH:2]=1. The catalyst class is: 428. (3) Product: [CH2:1]([C:3]1[N:7]([C:8]2[N:16]=[C:15]3[C:11]([N:12]=[C:13]([CH2:18][N:30]4[CH2:33][CH:32]([N:34]5[CH2:38][CH2:37][CH2:36][C:35]5=[O:39])[CH2:31]4)[N:14]3[CH3:17])=[C:10]([N:20]3[CH2:21][CH2:22][O:23][CH2:24][CH2:25]3)[N:9]=2)[C:6]2[CH:26]=[CH:27][CH:28]=[CH:29][C:5]=2[N:4]=1)[CH3:2]. Reactant: [CH2:1]([C:3]1[N:7]([C:8]2[N:16]=[C:15]3[C:11]([N:12]=[C:13]([CH:18]=O)[N:14]3[CH3:17])=[C:10]([N:20]3[CH2:25][CH2:24][O:23][CH2:22][CH2:21]3)[N:9]=2)[C:6]2[CH:26]=[CH:27][CH:28]=[CH:29][C:5]=2[N:4]=1)[CH3:2].[NH:30]1[CH2:33][CH:32]([N:34]2[CH2:38][CH2:37][CH2:36][C:35]2=[O:39])[CH2:31]1.C(O[BH-](OC(=O)C)OC(=O)C)(=O)C.[Na+]. The catalyst class is: 26.